This data is from Reaction yield outcomes from USPTO patents with 853,638 reactions. The task is: Predict the reaction yield, written as a fraction of the theoretical maximum amount of product (1.0 means a 100% yield; for example, 0.34 means a 34% yield). The reactants are [Mg].II.Br[CH2:5][CH2:6][CH:7]([CH3:9])[CH3:8].CON(C)[C:13]([C:15]1[CH:19]=[CH:18][S:17][CH:16]=1)=[O:14]. The catalyst is C(OCC)C. The product is [CH3:8][CH:7]([CH3:9])[CH2:6][CH2:5][C:13]([C:15]1[CH:19]=[CH:18][S:17][CH:16]=1)=[O:14]. The yield is 0.190.